From a dataset of Reaction yield outcomes from USPTO patents with 853,638 reactions. Predict the reaction yield, written as a fraction of the theoretical maximum amount of product (1.0 means a 100% yield; for example, 0.34 means a 34% yield). The reactants are [CH3:1][O:2][C:3]1[CH:4]=[C:5]([CH2:11][C:12]([NH:14][CH2:15][CH2:16][S:17][C:18]2[CH:23]=[CH:22][C:21]([O:24][CH3:25])=[C:20]([O:26][CH3:27])[CH:19]=2)=O)[CH:6]=[CH:7][C:8]=1[O:9][CH3:10].O=P(Cl)(Cl)Cl.[BH4-].[Na+].O. The catalyst is CC#N.C(Cl)Cl.CO. The product is [CH3:1][O:2][C:3]1[CH:4]=[C:5]([CH:6]=[CH:7][C:8]=1[O:9][CH3:10])[CH2:11][CH:12]1[C:23]2[CH:22]=[C:21]([O:24][CH3:25])[C:20]([O:26][CH3:27])=[CH:19][C:18]=2[S:17][CH2:16][CH2:15][NH:14]1. The yield is 0.270.